From a dataset of Full USPTO retrosynthesis dataset with 1.9M reactions from patents (1976-2016). Predict the reactants needed to synthesize the given product. (1) Given the product [NH2:42][CH2:41][CH2:40][CH2:39][C:38]([N:19]1[CH2:20][C@H:21]([NH:24][C:25](=[O:37])[C@@H:26]([N:28]([C:30]([O:32][C:33]([CH3:36])([CH3:35])[CH3:34])=[O:31])[CH3:29])[CH3:27])[C:22](=[O:23])[N:16]([CH2:15][C:11]2[C:10]([O:48][CH3:49])=[CH:9][CH:8]=[C:7]3[C:12]=2[CH:13]=[CH:14][C:5]([C:3]([OH:4])=[O:2])=[CH:6]3)[C:17]2[CH:47]=[CH:46][CH:45]=[CH:44][C:18]1=2)=[O:43], predict the reactants needed to synthesize it. The reactants are: C[O:2][C:3]([C:5]1[CH:14]=[CH:13][C:12]2[C:7](=[CH:8][CH:9]=[C:10]([O:48][CH3:49])[C:11]=2[CH2:15][N:16]2[C:22](=[O:23])[C@@H:21]([NH:24][C:25](=[O:37])[C@@H:26]([N:28]([C:30]([O:32][C:33]([CH3:36])([CH3:35])[CH3:34])=[O:31])[CH3:29])[CH3:27])[CH2:20][N:19]([C:38](=[O:43])[CH2:39][CH2:40][CH2:41][NH2:42])[C:18]3[CH:44]=[CH:45][CH:46]=[CH:47][C:17]2=3)[CH:6]=1)=[O:4].[Li+].[OH-].Cl. (2) Given the product [F:16][C:5]1[C:6]([NH:8][C:9]2[CH:14]=[CH:13][CH:12]=[C:11]([OH:15])[CH:10]=2)=[N:7][C:2]([NH:25][C:24]2[CH:26]=[CH:27][CH:28]=[C:22]([C:21]3[NH:20][N:19]=[N:18][N:17]=3)[CH:23]=2)=[N:3][CH:4]=1, predict the reactants needed to synthesize it. The reactants are: Cl[C:2]1[N:7]=[C:6]([NH:8][C:9]2[CH:14]=[CH:13][CH:12]=[C:11]([OH:15])[CH:10]=2)[C:5]([F:16])=[CH:4][N:3]=1.[NH:17]1[C:21]([C:22]2[CH:23]=[C:24]([CH:26]=[CH:27][CH:28]=2)[NH2:25])=[N:20][N:19]=[N:18]1. (3) Given the product [CH2:11]([C:13]1[S:42][C:16]2[N:17]([CH2:27][C:28]3[CH:33]=[CH:32][C:31]([C:34]4[C:35]([C:40]#[N:41])=[CH:36][CH:37]=[CH:38][CH:39]=4)=[CH:30][CH:29]=3)[C:18](=[O:26])[N:19]([CH:22]([CH3:25])[CH:23]=[O:24])[C:20](=[O:21])[C:15]=2[CH:14]=1)[CH3:12], predict the reactants needed to synthesize it. The reactants are: C(Cl)(=O)C(Cl)=O.CS(C)=O.[CH2:11]([C:13]1[S:42][C:16]2[N:17]([CH2:27][C:28]3[CH:33]=[CH:32][C:31]([C:34]4[C:35]([C:40]#[N:41])=[CH:36][CH:37]=[CH:38][CH:39]=4)=[CH:30][CH:29]=3)[C:18](=[O:26])[N:19]([CH:22]([CH3:25])[CH2:23][OH:24])[C:20](=[O:21])[C:15]=2[CH:14]=1)[CH3:12].C(N(CC)CC)C. (4) The reactants are: [C:1]([O:5][C:6]([N:8]([C:13]1[CH:18]=[CH:17][C:16]([CH2:19][CH2:20][C:21]([O:23]C)=[O:22])=[CH:15][CH:14]=1)[S:9]([CH3:12])(=[O:11])=[O:10])=[O:7])([CH3:4])([CH3:3])[CH3:2].[Li+].[OH-]. Given the product [C:1]([O:5][C:6]([N:8]([C:13]1[CH:14]=[CH:15][C:16]([CH2:19][CH2:20][C:21]([OH:23])=[O:22])=[CH:17][CH:18]=1)[S:9]([CH3:12])(=[O:11])=[O:10])=[O:7])([CH3:4])([CH3:2])[CH3:3], predict the reactants needed to synthesize it.